Predict which catalyst facilitates the given reaction. From a dataset of Catalyst prediction with 721,799 reactions and 888 catalyst types from USPTO. (1) Reactant: [Cl:1][C:2]1[CH:10]=[CH:9][C:8]2[NH:7][C:6]3[CH2:11][CH2:12][N:13]([CH3:15])[CH2:14][C:5]=3[C:4]=2[CH:3]=1.[CH3:16][C:17]1[C:26]2[C:21](=[CH:22][CH:23]=[CH:24][CH:25]=2)[C:20]([CH:27]=[CH2:28])=[CH:19][N:18]=1.[OH-].[K+]. Product: [Cl:1][C:2]1[CH:10]=[CH:9][C:8]2[N:7]([CH2:28][CH2:27][C:20]3[C:21]4[C:26](=[CH:25][CH:24]=[CH:23][CH:22]=4)[C:17]([CH3:16])=[N:18][CH:19]=3)[C:6]3[CH2:11][CH2:12][N:13]([CH3:15])[CH2:14][C:5]=3[C:4]=2[CH:3]=1. The catalyst class is: 37. (2) Reactant: [Si:1]([O:18][CH2:19][C@H:20]1[O:37][C@@H:24]([S:25][CH2:26][CH2:27][CH2:28][NH:29][C:30]([O:32][C:33]([CH3:36])([CH3:35])[CH3:34])=[O:31])[C@@H:23]([OH:38])[C@@H:22]([OH:39])[C@@H:21]1[OH:40])([C:14]([CH3:17])([CH3:16])[CH3:15])([C:8]1[CH:13]=[CH:12][CH:11]=[CH:10][CH:9]=1)[C:2]1[CH:7]=[CH:6][CH:5]=[CH:4][CH:3]=1.[C:41](Cl)(=[O:48])[C:42]1[CH:47]=[CH:46][CH:45]=[CH:44][CH:43]=1.[OH2:50]. Product: [C:41]([O:38][C@H:23]1[C@@H:22]([O:39][C:41](=[O:50])[C:42]2[CH:47]=[CH:46][CH:45]=[CH:44][CH:43]=2)[C@H:21]([O:40][C:41](=[O:48])[C:42]2[CH:47]=[CH:46][CH:45]=[CH:44][CH:43]=2)[C@@H:20]([CH2:19][O:18][Si:1]([C:14]([CH3:15])([CH3:17])[CH3:16])([C:8]2[CH:13]=[CH:12][CH:11]=[CH:10][CH:9]=2)[C:2]2[CH:3]=[CH:4][CH:5]=[CH:6][CH:7]=2)[O:37][C@H:24]1[S:25][CH2:26][CH2:27][CH2:28][NH:29][C:30]([O:32][C:33]([CH3:34])([CH3:36])[CH3:35])=[O:31])(=[O:48])[C:42]1[CH:47]=[CH:46][CH:45]=[CH:44][CH:43]=1. The catalyst class is: 17. (3) Reactant: [C:1](Cl)(=[O:3])[CH3:2].Cl.[NH2:6][C:7]1[C:16]2[C:11](=[CH:12][CH:13]=[CH:14][CH:15]=2)[C:10]([C:17]([NH:19][C:20]2[C:21]([C:26]([NH:28][CH2:29][CH:30]3[CH2:35][CH2:34][O:33][CH2:32][CH2:31]3)=[O:27])=[N:22][CH:23]=[CH:24][CH:25]=2)=[O:18])=[CH:9][CH:8]=1. The catalyst class is: 79. Product: [C:1]([NH:6][C:7]1[C:16]2[C:11](=[CH:12][CH:13]=[CH:14][CH:15]=2)[C:10]([C:17]([NH:19][C:20]2[C:21]([C:26]([NH:28][CH2:29][CH:30]3[CH2:35][CH2:34][O:33][CH2:32][CH2:31]3)=[O:27])=[N:22][CH:23]=[CH:24][CH:25]=2)=[O:18])=[CH:9][CH:8]=1)(=[O:3])[CH3:2]. (4) Reactant: C([O:8][C:9]1[C:14]([CH2:15][C:16]2[CH:21]=[CH:20][C:19]([O:22][CH3:23])=[CH:18][CH:17]=2)=N[CH:12]=[CH:11][N:10]=1)C1C=CC=CC=1.[CH2:24](O)C. Product: [CH3:23][O:22][C:19]1[CH:18]=[CH:17][C:16]([CH2:15][C:14]2[C:9](=[O:8])[NH:10][CH:11]=[CH:12][CH:24]=2)=[CH:21][CH:20]=1. The catalyst class is: 719. (5) Reactant: C([C@@H]([O-])[C@@H](C(O)=O)[O-])(O)=O.[F:11][C:12]1[CH:17]=[CH:16][C:15]([NH:18][C@H:19]([C:31]2[CH:36]=[CH:35][CH:34]=[CH:33][CH:32]=2)[C:20]([O:22][C@@H:23]2[CH:28]3[CH2:29][CH2:30][N:25]([CH2:26][CH2:27]3)[CH2:24]2)=[O:21])=[CH:14][CH:13]=1. Product: [F:11][C:12]1[CH:17]=[CH:16][C:15]([NH:18][C@H:19]([C:31]2[CH:32]=[CH:33][CH:34]=[CH:35][CH:36]=2)[C:20]([O:22][C@@H:23]2[CH:28]3[CH2:29][CH2:30][N:25]([CH2:26][CH2:27]3)[CH2:24]2)=[O:21])=[CH:14][CH:13]=1. The catalyst class is: 25. (6) Reactant: [OH:1][C:2]1[CH:10]=[CH:9][C:5]([CH2:6][CH2:7][OH:8])=[CH:4][CH:3]=1.C1C=CN=CC=1.O=S(=O)=O. Product: [OH:1][C:2]1[CH:10]=[CH:9][C:5]([CH2:6][CH:7]=[O:8])=[CH:4][CH:3]=1. The catalyst class is: 549. (7) Reactant: N#N.[Cl:3][CH2:4][C:5]1[O:6][CH:7]=[C:8]([CH2:10][OH:11])[N:9]=1.[CH3:12]I. Product: [Cl:3][CH2:4][C:5]1[O:6][CH:7]=[C:8]([CH2:10][O:11][CH3:12])[N:9]=1. The catalyst class is: 2. (8) Reactant: [CH3:1][C@@:2]1([C:17]([O:19][CH3:20])=[O:18])[CH2:6][C:5]([CH3:8])([CH3:7])[C:4](=O)[N:3]1[C:10]([O:12][C:13]([CH3:16])([CH3:15])[CH3:14])=[O:11].[Li+].[B-](CC)(CC)CC.C([SiH](CC)CC)C.B(F)(F)F.CCOCC. Product: [CH3:1][C@@:2]1([C:17]([O:19][CH3:20])=[O:18])[CH2:6][C:5]([CH3:7])([CH3:8])[CH2:4][N:3]1[C:10]([O:12][C:13]([CH3:15])([CH3:14])[CH3:16])=[O:11]. The catalyst class is: 1. (9) Reactant: [CH2:1]([N:3]1[CH2:8][C:7]([CH3:10])([CH3:9])[O:6][C:5](=[O:11])[CH:4]1[CH2:12][C:13]([OH:15])=O)[CH3:2].C(N(C(C)C)CC)(C)C.CN(C(ON1N=NC2C=CC=NC1=2)=[N+](C)C)C.F[P-](F)(F)(F)(F)F.[CH:49]1([NH2:55])[CH2:54][CH2:53][CH2:52][CH2:51][CH2:50]1. Product: [CH:49]1([NH:55][C:13](=[O:15])[CH2:12][CH:4]2[C:5](=[O:11])[O:6][C:7]([CH3:9])([CH3:10])[CH2:8][N:3]2[CH2:1][CH3:2])[CH2:54][CH2:53][CH2:52][CH2:51][CH2:50]1. The catalyst class is: 3.